Dataset: Forward reaction prediction with 1.9M reactions from USPTO patents (1976-2016). Task: Predict the product of the given reaction. Given the reactants C([O:8][C:9]([C@@H:11]1[CH2:15][C@H:14]([NH:16][C:17]([O:19][CH2:20][CH:21]2[C:33]3[CH:32]=[CH:31][CH:30]=[CH:29][C:28]=3[C:27]3[C:22]2=[CH:23][CH:24]=[CH:25][CH:26]=3)=[O:18])[CH2:13][N:12]1[C:34](=[O:56])[C@@H:35]([NH:42][C:43](=[O:55])[C@@H:44]([N:46]([C:48]([O:50][C:51]([CH3:54])([CH3:53])[CH3:52])=[O:49])[CH3:47])[CH3:45])[CH:36]1[CH2:41][CH2:40][CH2:39][CH2:38][CH2:37]1)=[O:10])C1C=CC=CC=1, predict the reaction product. The product is: [C:51]([O:50][C:48]([N:46]([CH3:47])[C@@H:44]([CH3:45])[C:43]([NH:42][C@@H:35]([CH:36]1[CH2:41][CH2:40][CH2:39][CH2:38][CH2:37]1)[C:34]([N:12]1[CH2:13][C@@H:14]([NH:16][C:17]([O:19][CH2:20][CH:21]2[C:33]3[CH:32]=[CH:31][CH:30]=[CH:29][C:28]=3[C:27]3[C:22]2=[CH:23][CH:24]=[CH:25][CH:26]=3)=[O:18])[CH2:15][C@H:11]1[C:9]([OH:10])=[O:8])=[O:56])=[O:55])=[O:49])([CH3:54])([CH3:53])[CH3:52].